Dataset: Peptide-MHC class II binding affinity with 134,281 pairs from IEDB. Task: Regression. Given a peptide amino acid sequence and an MHC pseudo amino acid sequence, predict their binding affinity value. This is MHC class II binding data. The peptide sequence is KFTQFAGKDLESIKG. The MHC is DRB1_0401 with pseudo-sequence DRB1_0401. The binding affinity (normalized) is 0.475.